Predict the product of the given reaction. From a dataset of Forward reaction prediction with 1.9M reactions from USPTO patents (1976-2016). (1) Given the reactants [C:1]([O:5][C:6](=[O:29])[CH2:7][O:8][NH:9][C:10]([C@@H:12]1[CH2:18][CH2:17][C@@H:16]2[CH2:19][N:13]1[C:14](=[O:28])[N:15]2[O:20]CC1C=CC=CC=1)=[O:11])([CH3:4])([CH3:3])[CH3:2].[H][H], predict the reaction product. The product is: [C:1]([O:5][C:6](=[O:29])[CH2:7][O:8][NH:9][C:10]([C@@H:12]1[CH2:18][CH2:17][C@@H:16]2[CH2:19][N:13]1[C:14](=[O:28])[N:15]2[OH:20])=[O:11])([CH3:4])([CH3:2])[CH3:3]. (2) Given the reactants Br[C@@H:2]([C:4]1[CH:9]=[C:8]([C:10]([F:13])([F:12])[F:11])[CH:7]=[C:6]([C:14]([F:17])([F:16])[F:15])[CH:5]=1)[CH3:3].[N-:18]=[N+:19]=[N-:20].[Na+], predict the reaction product. The product is: [F:15][C:14]([F:17])([F:16])[C:6]1[CH:5]=[C:4]([CH:2]([N:18]=[N+:19]=[N-:20])[CH3:3])[CH:9]=[C:8]([C:10]([F:13])([F:12])[F:11])[CH:7]=1. (3) Given the reactants [Br:1][C:2]1[CH:11]=[CH:10][C:5]([C:6]([O:8]C)=O)=[C:4]([CH2:12]Br)[CH:3]=1.Cl.[CH3:15][O:16][C:17](=[O:23])[C@@H:18]([CH:20]([CH3:22])[CH3:21])[NH2:19].C(N(CC)CC)C, predict the reaction product. The product is: [Br:1][C:2]1[CH:3]=[C:4]2[C:5](=[CH:10][CH:11]=1)[C:6](=[O:8])[N:19]([C@H:18]([CH:20]([CH3:22])[CH3:21])[C:17]([O:16][CH3:15])=[O:23])[CH2:12]2. (4) Given the reactants C([O:3][C:4]([C:6]1[CH:15]=[C:14]2[C:9]([C:10]([O:16][C:17]3[CH:22]=[CH:21][C:20]([CH2:23][C@H:24]([NH:27][CH2:28][C@H:29]([OH:38])[CH2:30][O:31][C:32]4[CH:37]=[CH:36][CH:35]=[CH:34][CH:33]=4)[CH2:25][OH:26])=[CH:19][CH:18]=3)=[CH:11][CH:12]=[N:13]2)=[CH:8][CH:7]=1)=[O:5])C.[OH-].[Na+:40], predict the reaction product. The product is: [OH:26][CH2:25][C@@H:24]([NH:27][CH2:28][C@H:29]([OH:38])[CH2:30][O:31][C:32]1[CH:33]=[CH:34][CH:35]=[CH:36][CH:37]=1)[CH2:23][C:20]1[CH:21]=[CH:22][C:17]([O:16][C:10]2[C:9]3[C:14](=[CH:15][C:6]([C:4]([O-:5])=[O:3])=[CH:7][CH:8]=3)[N:13]=[CH:12][CH:11]=2)=[CH:18][CH:19]=1.[Na+:40]. (5) The product is: [C:25]([C:24]1[CH:28]=[CH:29][CH:30]=[CH:31][C:23]=1[S:22][C:2]1[CH:10]=[C:9]([CH3:11])[CH:8]=[CH:7][C:3]=1[C:4]([OH:6])=[O:5])([OH:27])=[O:26]. Given the reactants Br[C:2]1[CH:10]=[C:9]([CH3:11])[CH:8]=[CH:7][C:3]=1[C:4]([OH:6])=[O:5].BrC1C=CC=CC=1C(O)=O.[SH:22][C:23]1[CH:31]=[CH:30][CH:29]=[CH:28][C:24]=1[C:25]([OH:27])=[O:26], predict the reaction product. (6) Given the reactants [Cl:1][C:2]1[N:3]=[C:4]([Cl:23])[C:5]2[C:10]3([CH2:12][CH2:11]3)[C:9](=O)[N:8]([CH2:14][C:15]3[CH:20]=[CH:19][C:18]([O:21][CH3:22])=[CH:17][CH:16]=3)[C:6]=2[N:7]=1.CO, predict the reaction product. The product is: [Cl:1][C:2]1[N:3]=[C:4]([Cl:23])[C:5]2[C:10]3([CH2:12][CH2:11]3)[CH2:9][N:8]([CH2:14][C:15]3[CH:20]=[CH:19][C:18]([O:21][CH3:22])=[CH:17][CH:16]=3)[C:6]=2[N:7]=1. (7) Given the reactants [CH2:1]([C:3]1[N:4]=[C:5]([CH2:27][CH2:28][CH3:29])[N:6]([CH2:12][C:13]2[CH:18]=[CH:17][C:16]([C:19]3[C:20]([C:25]#[N:26])=[CH:21][CH:22]=[CH:23][CH:24]=3)=[CH:15][CH:14]=2)[C:7](=[O:11])[C:8]=1[CH:9]=[O:10])[CH3:2].O1C[CH2:33][CH2:32][CH2:31]1, predict the reaction product. The product is: [CH2:1]([C:3]1[N:4]=[C:5]([CH2:27][CH2:28][CH3:29])[N:6]([CH2:12][C:13]2[CH:18]=[CH:17][C:16]([C:19]3[C:20]([C:25]#[N:26])=[CH:21][CH:22]=[CH:23][CH:24]=3)=[CH:15][CH:14]=2)[C:7](=[O:11])[C:8]=1[CH:9]([OH:10])[CH:32]([CH3:33])[CH3:31])[CH3:2]. (8) Given the reactants [CH3:1][N:2]1[C:11]2[C:6](=[CH:7][C:8]([C:18]([F:21])([F:20])[F:19])=[C:9]([C:12]3[CH:13]=[N:14][N:15]([CH3:17])[CH:16]=3)[CH:10]=2)[N:5]([C:22]2[C:26]3[CH2:27][NH:28][CH2:29][CH2:30][C:25]=3[N:24]([CH:31]3[CH2:36][CH2:35][O:34][CH2:33][CH2:32]3)[N:23]=2)[CH2:4][CH2:3]1.C(N(CC)CC)C.[C:44](OC(=O)C)(=[O:46])[CH3:45], predict the reaction product. The product is: [CH3:1][N:2]1[C:11]2[C:6](=[CH:7][C:8]([C:18]([F:20])([F:19])[F:21])=[C:9]([C:12]3[CH:13]=[N:14][N:15]([CH3:17])[CH:16]=3)[CH:10]=2)[N:5]([C:22]2[C:26]3[CH2:27][N:28]([C:44](=[O:46])[CH3:45])[CH2:29][CH2:30][C:25]=3[N:24]([CH:31]3[CH2:36][CH2:35][O:34][CH2:33][CH2:32]3)[N:23]=2)[CH2:4][CH2:3]1. (9) Given the reactants [NH2:1][C:2]1[C:10]2[C:5](=[CH:6][CH:7]=[CH:8][C:9]=2[O:11][CH3:12])[N:4]([CH2:13][C:14]2[CH:15]=[C:16]([CH:20]=[CH:21][CH:22]=2)[C:17]([NH2:19])=[O:18])[N:3]=1.[CH3:23][C:24]1[S:28][C:27]([S:29](Cl)(=[O:31])=[O:30])=[CH:26][CH:25]=1.CS(C)=O, predict the reaction product. The product is: [CH3:12][O:11][C:9]1[CH:8]=[CH:7][CH:6]=[C:5]2[C:10]=1[C:2]([NH:1][S:29]([C:27]1[S:28][C:24]([CH3:23])=[CH:25][CH:26]=1)(=[O:31])=[O:30])=[N:3][N:4]2[CH2:13][C:14]1[CH:15]=[C:16]([CH:20]=[CH:21][CH:22]=1)[C:17]([NH2:19])=[O:18]. (10) Given the reactants [F:1][C:2]([F:19])([F:18])[C:3]1[CH:4]=[C:5]([CH:15]=[CH:16][CH:17]=1)[NH:6][CH:7]=[C:8]([C:12]([O-:14])=O)[C:9]([O-:11])=[O:10].[CH:20]1C=CC(C2C=CC=CC=2)=C[CH:21]=1.C1C=CC(OC2C=CC=CC=2)=CC=1, predict the reaction product. The product is: [OH:14][C:12]1[C:15]2[C:5](=[CH:4][C:3]([C:2]([F:1])([F:19])[F:18])=[CH:17][CH:16]=2)[N:6]=[CH:7][C:8]=1[C:9]([O:11][CH2:20][CH3:21])=[O:10].